The task is: Predict the reaction yield, written as a fraction of the theoretical maximum amount of product (1.0 means a 100% yield; for example, 0.34 means a 34% yield).. This data is from Buchwald-Hartwig C-N cross coupling reaction yields with 55,370 reactions. (1) The reactants are FC(F)(F)c1ccc(Cl)cc1.Cc1ccc(N)cc1.O=S(=O)(O[Pd]1c2ccccc2-c2ccccc2N~1)C(F)(F)F.CC(C)c1cc(C(C)C)c(-c2ccccc2P(C(C)(C)C)C(C)(C)C)c(C(C)C)c1.CN(C)C(=NC(C)(C)C)N(C)C.COC(=O)c1cc(-c2ccco2)on1. No catalyst specified. The product is Cc1ccc(Nc2ccc(C(F)(F)F)cc2)cc1. The yield is 0.123. (2) The reactants are FC(F)(F)c1ccc(I)cc1.Cc1ccc(N)cc1.O=S(=O)(O[Pd]1c2ccccc2-c2ccccc2N~1)C(F)(F)F.CC(C)c1cc(C(C)C)c(-c2ccccc2P(C(C)(C)C)C(C)(C)C)c(C(C)C)c1.CCN=P(N=P(N(C)C)(N(C)C)N(C)C)(N(C)C)N(C)C.c1ccc(-c2ccon2)cc1. No catalyst specified. The product is Cc1ccc(Nc2ccc(C(F)(F)F)cc2)cc1. The yield is 0.447. (3) The reactants are Ic1ccccn1.Cc1ccc(N)cc1.O=S(=O)(O[Pd]1c2ccccc2-c2ccccc2N~1)C(F)(F)F.COc1ccc(OC)c(P(C(C)(C)C)C(C)(C)C)c1-c1c(C(C)C)cc(C(C)C)cc1C(C)C.CCN=P(N=P(N(C)C)(N(C)C)N(C)C)(N(C)C)N(C)C.Cc1cc(-n2cccc2)no1. No catalyst specified. The product is Cc1ccc(Nc2ccccn2)cc1. The yield is 0.818. (4) The reactants are COc1ccc(I)cc1.Cc1ccc(N)cc1.O=S(=O)(O[Pd]1c2ccccc2-c2ccccc2N~1)C(F)(F)F.COc1ccc(OC)c(P(C(C)(C)C)C(C)(C)C)c1-c1c(C(C)C)cc(C(C)C)cc1C(C)C.CCN=P(N=P(N(C)C)(N(C)C)N(C)C)(N(C)C)N(C)C.c1ccc(CN(Cc2ccccc2)c2ccno2)cc1. The yield is 0.388. No catalyst specified. The product is COc1ccc(Nc2ccc(C)cc2)cc1. (5) The reactants are Ic1ccccn1.Cc1ccc(N)cc1.O=S(=O)(O[Pd]1c2ccccc2-c2ccccc2N~1)C(F)(F)F.COc1ccc(OC)c(P(C(C)(C)C)C(C)(C)C)c1-c1c(C(C)C)cc(C(C)C)cc1C(C)C.CN(C)C(=NC(C)(C)C)N(C)C.Cc1ccon1. No catalyst specified. The product is Cc1ccc(Nc2ccccn2)cc1. The yield is 0.904. (6) The reactants are Brc1ccccn1.Cc1ccc(N)cc1.O=S(=O)(O[Pd]1c2ccccc2-c2ccccc2N~1)C(F)(F)F.CC(C)c1cc(C(C)C)c(-c2ccccc2P(C2CCCCC2)C2CCCCC2)c(C(C)C)c1.CN1CCCN2CCCN=C12.c1ccc(CN(Cc2ccccc2)c2ccon2)cc1. No catalyst specified. The product is Cc1ccc(Nc2ccccn2)cc1. The yield is 0.554. (7) No catalyst specified. The reactants are CCc1ccc(Cl)cc1.Cc1ccc(N)cc1.O=S(=O)(O[Pd]1c2ccccc2-c2ccccc2N~1)C(F)(F)F.COc1ccc(OC)c(P(C(C)(C)C)C(C)(C)C)c1-c1c(C(C)C)cc(C(C)C)cc1C(C)C.CN1CCCN2CCCN=C12.Cc1cc(-c2ccccc2)on1. The yield is 0.0496. The product is CCc1ccc(Nc2ccc(C)cc2)cc1. (8) The reactants are CCc1ccc(Cl)cc1.Cc1ccc(N)cc1.O=S(=O)(O[Pd]1c2ccccc2-c2ccccc2N~1)C(F)(F)F.COc1ccc(OC)c(P([C@]23C[C@H]4C[C@H](C[C@H](C4)C2)C3)[C@]23C[C@H]4C[C@H](C[C@H](C4)C2)C3)c1-c1c(C(C)C)cc(C(C)C)cc1C(C)C.CN1CCCN2CCCN=C12.COC(=O)c1cc(-c2cccs2)on1. No catalyst specified. The product is CCc1ccc(Nc2ccc(C)cc2)cc1. The yield is 0.00553. (9) The reactants are FC(F)(F)c1ccc(Cl)cc1.Cc1ccc(N)cc1.O=S(=O)(O[Pd]1c2ccccc2-c2ccccc2N~1)C(F)(F)F.CC(C)c1cc(C(C)C)c(-c2ccccc2P(C(C)(C)C)C(C)(C)C)c(C(C)C)c1.CN1CCCN2CCCN=C12.COC(=O)c1cc(-c2ccco2)on1. No catalyst specified. The product is Cc1ccc(Nc2ccc(C(F)(F)F)cc2)cc1. The yield is 0.122.